Dataset: Forward reaction prediction with 1.9M reactions from USPTO patents (1976-2016). Task: Predict the product of the given reaction. (1) Given the reactants [CH3:1][O:2][C:3]1[CH:10]=[C:9]([CH:11]=[CH:12][C:13](=[O:20])[C:14]2[CH:19]=[CH:18][CH:17]=[CH:16][CH:15]=2)[CH:8]=[CH:7][C:4]=1[CH:5]=O.C(OP([CH2:29][C:30]([O:32][C:33]([CH3:36])([CH3:35])[CH3:34])=[O:31])(OCC)=O)C.[H-].[Na+], predict the reaction product. The product is: [C:33]([O:32][C:30](=[O:31])[CH:29]=[CH:5][C:4]1[CH:7]=[CH:8][C:9]([CH:11]=[CH:12][C:13](=[O:20])[C:14]2[CH:19]=[CH:18][CH:17]=[CH:16][CH:15]=2)=[CH:10][C:3]=1[O:2][CH3:1])([CH3:36])([CH3:35])[CH3:34]. (2) Given the reactants Cl.[Cl:2]C1C=CC([N+]([O-])=O)=CC=1C(=N)N.BrCC(C1SC(Cl)=CC=1)=O.BrCC(C1C=CSC=1)=O.BrC(C)C(C1SC=CC=1)=O.[CH3:44][C:45]1[CH:46]=[C:47]([C:50]2[NH:54][C:53]([C:55]3[CH:56]=[C:57]([NH:62][C:63](=[O:80])[C:64]4[CH:69]=[CH:68][C:67]([N:70]5[CH2:75][C@@H:74]([CH3:76])[N:73]([CH3:77])[C@@H:72]([CH3:78])[CH2:71]5)=[CH:66][C:65]=4C)[CH:58]=[CH:59][C:60]=3[Cl:61])=[N:52][CH:51]=2)[S:48][CH:49]=1, predict the reaction product. The product is: [CH3:44][C:45]1[CH:46]=[C:47]([C:50]2[NH:54][C:53]([C:55]3[CH:56]=[C:57]([NH:62][C:63](=[O:80])[C:64]4[CH:69]=[CH:68][C:67]([N:70]5[CH2:71][C@@H:72]([CH3:78])[N:73]([CH3:77])[C@@H:74]([CH3:76])[CH2:75]5)=[CH:66][C:65]=4[Cl:2])[CH:58]=[CH:59][C:60]=3[Cl:61])=[N:52][CH:51]=2)[S:48][CH:49]=1. (3) Given the reactants [OH:1][CH:2]1[CH2:7][C:6]([C:8]#[N:9])=[CH:5][CH2:4][CH2:3]1.[H-].[Na+].Br[CH2:13][CH:14]1[CH2:16][CH2:15]1, predict the reaction product. The product is: [CH:14]1([CH2:13][O:1][CH:2]2[CH2:7][C:6]([C:8]#[N:9])=[CH:5][CH2:4][CH2:3]2)[CH2:16][CH2:15]1. (4) Given the reactants [Cl:1][C:2]1[CH:25]=[CH:24][C:5]([CH2:6][NH:7][C:8]([C:10]2[C:11](=[O:23])[C:12]3[S:19][C:18]([CH2:20]Cl)=[C:17]([CH3:22])[C:13]=3[N:14]([CH3:16])[CH:15]=2)=[O:9])=[CH:4][CH:3]=1.[CH3:26][NH:27][CH2:28][CH:29]([C:31]1[CH:40]=[CH:39][C:38]2[C:33](=[CH:34][CH:35]=[CH:36][CH:37]=2)[N:32]=1)[OH:30].C(N(C(C)C)CC)(C)C, predict the reaction product. The product is: [Cl:1][C:2]1[CH:25]=[CH:24][C:5]([CH2:6][NH:7][C:8]([C:10]2[C:11](=[O:23])[C:12]3[S:19][C:18]([CH2:20][N:27]([CH2:28][CH:29]([OH:30])[C:31]4[CH:40]=[CH:39][C:38]5[C:33](=[CH:34][CH:35]=[CH:36][CH:37]=5)[N:32]=4)[CH3:26])=[C:17]([CH3:22])[C:13]=3[N:14]([CH3:16])[CH:15]=2)=[O:9])=[CH:4][CH:3]=1. (5) Given the reactants O.[OH-].[Li+].[F:4][C:5]1[CH:10]=[CH:9][CH:8]=[CH:7][C:6]=1[C:11]1[N:12]=[N:13][N:14]([CH3:28])[C:15]=1[CH2:16][O:17][C:18]1[CH:27]=[CH:26][C:21]([C:22]([O:24]C)=[O:23])=[CH:20][N:19]=1, predict the reaction product. The product is: [F:4][C:5]1[CH:10]=[CH:9][CH:8]=[CH:7][C:6]=1[C:11]1[N:12]=[N:13][N:14]([CH3:28])[C:15]=1[CH2:16][O:17][C:18]1[CH:27]=[CH:26][C:21]([C:22]([OH:24])=[O:23])=[CH:20][N:19]=1.